Dataset: Reaction yield outcomes from USPTO patents with 853,638 reactions. Task: Predict the reaction yield, written as a fraction of the theoretical maximum amount of product (1.0 means a 100% yield; for example, 0.34 means a 34% yield). The reactants are Cl[CH2:2][CH2:3][CH2:4][C:5]([C:7]1[CH:12]=[CH:11][CH:10]=[CH:9][CH:8]=1)=[O:6].[N-:13]=[N+:14]=[N-:15].[Na+].O. The catalyst is CS(C)=O. The product is [N:13]([CH2:2][CH2:3][CH2:4][C:5]([C:7]1[CH:12]=[CH:11][CH:10]=[CH:9][CH:8]=1)=[O:6])=[N+:14]=[N-:15]. The yield is 0.990.